From a dataset of Reaction yield outcomes from USPTO patents with 853,638 reactions. Predict the reaction yield, written as a fraction of the theoretical maximum amount of product (1.0 means a 100% yield; for example, 0.34 means a 34% yield). (1) The yield is 0.630. The reactants are [Br:1]Br.[CH2:3]([CH2:10][C:11](=[O:13])[CH3:12])[C:4]1[CH:9]=[CH:8][CH:7]=[CH:6][CH:5]=1.O. The catalyst is CO. The product is [Br:1][CH2:12][C:11](=[O:13])[CH2:10][CH2:3][C:4]1[CH:9]=[CH:8][CH:7]=[CH:6][CH:5]=1. (2) No catalyst specified. The product is [OH:2][C:3]1[C:8]2[NH:9][C:10]([C:12]3[S:13][CH:14]=[CH:15][CH:16]=3)=[N:11][C:7]=2[C:6]([C:17]([NH:20][CH2:21][CH2:22][CH2:23][NH:24][CH2:25][CH2:26][OH:27])=[O:19])=[CH:5][CH:4]=1. The reactants are C[O:2][C:3]1[C:8]2[NH:9][C:10]([C:12]3[S:13][CH:14]=[CH:15][CH:16]=3)=[N:11][C:7]=2[C:6]([C:17]([OH:19])=O)=[CH:5][CH:4]=1.[NH2:20][CH2:21][CH2:22][CH2:23][NH:24][CH2:25][CH2:26][OH:27]. The yield is 0.150.